From a dataset of Forward reaction prediction with 1.9M reactions from USPTO patents (1976-2016). Predict the product of the given reaction. (1) Given the reactants [C:1]([N:5]1[CH2:14][CH2:13][C:12]2[N:11]=[C:10]([Cl:15])[CH:9]=[CH:8][C:7]=2[CH:6]1[CH2:16][CH:17]=[CH2:18])(=[O:4])C=C, predict the reaction product. The product is: [Cl:15][C:10]1[CH:9]=[CH:8][C:7]2[CH:6]3[CH2:16][CH:17]=[CH:18][C:1](=[O:4])[N:5]3[CH2:14][CH2:13][C:12]=2[N:11]=1. (2) The product is: [F:34][C:21]([F:20])([F:33])[O:22][C:23]1[CH:24]=[C:25]([S:29]([N:9]2[CH2:10][CH2:11][C:6]3([C:2](=[O:12])[NH:3][CH2:4][CH2:5]3)[CH2:7][CH2:8]2)(=[O:31])=[O:30])[CH:26]=[CH:27][CH:28]=1. Given the reactants Cl.[C:2]1(=[O:12])[C:6]2([CH2:11][CH2:10][NH:9][CH2:8][CH2:7]2)[CH2:5][CH2:4][NH:3]1.C(N(CC)CC)C.[F:20][C:21]([F:34])([F:33])[O:22][C:23]1[CH:24]=[C:25]([S:29](Cl)(=[O:31])=[O:30])[CH:26]=[CH:27][CH:28]=1, predict the reaction product. (3) Given the reactants Br[CH2:2][C:3]1[CH:4]=[C:5]([CH:8]=[C:9]([F:11])[CH:10]=1)[C:6]#[N:7].C([O-])([O-])=O.[Na+].[Na+].[N:18]1[CH:23]=[CH:22][CH:21]=[CH:20][C:19]=1[C:24]1[O:25][C:26]2[CH2:31][CH2:30][NH:29][CH2:28][C:27]=2[N:32]=1, predict the reaction product. The product is: [F:11][C:9]1[CH:8]=[C:5]([CH:4]=[C:3]([CH2:2][N:29]2[CH2:30][CH2:31][C:26]3[O:25][C:24]([C:19]4[CH:20]=[CH:21][CH:22]=[CH:23][N:18]=4)=[N:32][C:27]=3[CH2:28]2)[CH:10]=1)[C:6]#[N:7]. (4) Given the reactants [C:1]([C:5]1[O:9][N:8]=[C:7]([NH:10][C:11]([NH:13][C:14]2[CH:19]=[CH:18][CH:17]=[C:16]([O:20][C:21]3[C:30]4[C:25](=[CH:26][C:27]([O:33][CH2:34][CH2:35][CH2:36]Cl)=[C:28]([O:31][CH3:32])[CH:29]=4)[N:24]=[CH:23][N:22]=3)[CH:15]=2)=[O:12])[CH:6]=1)([CH3:4])([CH3:3])[CH3:2].[NH:38]1[CH2:42][CH2:41][CH:40]([OH:43])[CH2:39]1, predict the reaction product. The product is: [C:1]([C:5]1[O:9][N:8]=[C:7]([NH:10][C:11]([NH:13][C:14]2[CH:19]=[CH:18][CH:17]=[C:16]([O:20][C:21]3[C:30]4[C:25](=[CH:26][C:27]([O:33][CH2:34][CH2:35][CH2:36][N:38]5[CH2:42][CH2:41][CH:40]([OH:43])[CH2:39]5)=[C:28]([O:31][CH3:32])[CH:29]=4)[N:24]=[CH:23][N:22]=3)[CH:15]=2)=[O:12])[CH:6]=1)([CH3:4])([CH3:3])[CH3:2]. (5) Given the reactants [Cl:1][C:2]1[CH:7]=[CH:6][C:5]([CH:8]([C:18]2[C:22]3[CH:23]=[CH:24][C:25]([C:27]4[C:28]5[C@H:35]([CH3:36])[CH2:34][C@@H:33]([OH:37])[C:29]=5[N:30]=[CH:31][N:32]=4)=[CH:26][C:21]=3[S:20][N:19]=2)[CH2:9][NH:10]C(=O)OC(C)(C)C)=[CH:4][CH:3]=1.[ClH:38], predict the reaction product. The product is: [ClH:1].[ClH:38].[ClH:1].[NH2:10][CH2:9][CH:8]([C:18]1[C:22]2[CH:23]=[CH:24][C:25]([C:27]3[C:28]4[C@H:35]([CH3:36])[CH2:34][C@@H:33]([OH:37])[C:29]=4[N:30]=[CH:31][N:32]=3)=[CH:26][C:21]=2[S:20][N:19]=1)[C:5]1[CH:4]=[CH:3][C:2]([Cl:1])=[CH:7][CH:6]=1.